Predict the reactants needed to synthesize the given product. From a dataset of Full USPTO retrosynthesis dataset with 1.9M reactions from patents (1976-2016). Given the product [CH:31]1([CH2:30][C:12]2[C:13]([S:18]([C:21]3[CH:22]=[C:23]([CH:26]=[C:27]([CH3:29])[CH:28]=3)[C:24]#[N:25])(=[O:19])=[O:20])=[C:14]([CH:15]([CH3:17])[CH3:16])[C:9](=[O:8])[NH:10][C:11]=2[CH3:34])[CH2:33][CH2:32]1, predict the reactants needed to synthesize it. The reactants are: C([O:8][C:9]1[C:14]([CH:15]([CH3:17])[CH3:16])=[C:13]([S:18]([C:21]2[CH:22]=[C:23]([CH:26]=[C:27]([CH3:29])[CH:28]=2)[C:24]#[N:25])(=[O:20])=[O:19])[C:12]([CH2:30][CH:31]2[CH2:33][CH2:32]2)=[C:11]([CH3:34])[N:10]=1)C1C=CC=CC=1.